This data is from Full USPTO retrosynthesis dataset with 1.9M reactions from patents (1976-2016). The task is: Predict the reactants needed to synthesize the given product. (1) Given the product [CH2:22]([O:29][C:30]1[CH:55]=[CH:54][C:33]([CH2:34][C:35]2[NH:39][C:38]3[CH:40]=[CH:41][C:42]([CH2:44][N:45]([CH2:46][C:47]([O:49][C:50]([CH3:53])([CH3:52])[CH3:51])=[O:48])[C:17](=[O:19])[C:16]4[CH:15]=[CH:14][C:13]([NH:12][C:10](=[O:11])[CH2:9][C:6]5[CH:5]=[CH:4][C:3]([O:2][CH3:1])=[CH:8][CH:7]=5)=[CH:21][CH:20]=4)=[CH:43][C:37]=3[N:36]=2)=[CH:32][CH:31]=1)[CH2:23][CH2:24][CH2:25][CH2:26][CH2:27][CH3:28], predict the reactants needed to synthesize it. The reactants are: [CH3:1][O:2][C:3]1[CH:8]=[CH:7][C:6]([CH2:9][C:10]([NH:12][C:13]2[CH:21]=[CH:20][C:16]([C:17]([OH:19])=O)=[CH:15][CH:14]=2)=[O:11])=[CH:5][CH:4]=1.[CH2:22]([O:29][C:30]1[CH:55]=[CH:54][C:33]([CH2:34][C:35]2[NH:39][C:38]3[CH:40]=[CH:41][C:42]([CH2:44][NH:45][CH2:46][C:47]([O:49][C:50]([CH3:53])([CH3:52])[CH3:51])=[O:48])=[CH:43][C:37]=3[N:36]=2)=[CH:32][CH:31]=1)[CH2:23][CH2:24][CH2:25][CH2:26][CH2:27][CH3:28].CN(C(ON1N=NC2C=CC=NC1=2)=[N+](C)C)C.F[P-](F)(F)(F)(F)F. (2) Given the product [F:21][C:22]1[CH:27]=[CH:26][C:25]([C:2]2[CH:7]=[CH:6][N:5]=[C:4]([NH:8][C:9]([NH:11][CH2:12][C:13]3[CH:18]=[CH:17][CH:16]=[CH:15][C:14]=3[O:19][CH3:20])=[NH:10])[CH:3]=2)=[CH:24][CH:23]=1, predict the reactants needed to synthesize it. The reactants are: Br[C:2]1[CH:7]=[CH:6][N:5]=[C:4]([NH:8][C:9]([NH:11][CH2:12][C:13]2[CH:18]=[CH:17][CH:16]=[CH:15][C:14]=2[O:19][CH3:20])=[NH:10])[CH:3]=1.[F:21][C:22]1[CH:27]=[CH:26][C:25](OB(O)O)=[CH:24][CH:23]=1.C(=O)([O-])[O-].[Na+].[Na+].C([O-])(=O)C.